Dataset: Catalyst prediction with 721,799 reactions and 888 catalyst types from USPTO. Task: Predict which catalyst facilitates the given reaction. (1) The catalyst class is: 4. Reactant: [Cl:1][C:2]1[CH:3]=[C:4]([C:8]#[C:9][C:10]2[CH2:14][C:13]3([CH2:18][CH2:17][NH:16][CH2:15]3)[O:12][N:11]=2)[CH:5]=[CH:6][CH:7]=1.[CH3:19][N:20]1[CH2:25][CH2:24][N:23]([C:26](Cl)=[O:27])[CH2:22][CH2:21]1. Product: [Cl:1][C:2]1[CH:3]=[C:4]([C:8]#[C:9][C:10]2[CH2:14][C:13]3([CH2:18][CH2:17][N:16]([C:26]([N:23]4[CH2:24][CH2:25][N:20]([CH3:19])[CH2:21][CH2:22]4)=[O:27])[CH2:15]3)[O:12][N:11]=2)[CH:5]=[CH:6][CH:7]=1. (2) Reactant: [OH:1][C:2]1[CH:7]=[CH:6][C:5]([C@@H:8]([C:15]#[C:16][CH3:17])[CH2:9][C:10]([O:12][CH2:13][CH3:14])=[O:11])=[CH:4][CH:3]=1.C(N(CC)CC)C.[F:25][C:26]([F:39])([F:38])[S:27](O[S:27]([C:26]([F:39])([F:38])[F:25])(=[O:29])=[O:28])(=[O:29])=[O:28]. Product: [F:25][C:26]([F:39])([F:38])[S:27]([O:1][C:2]1[CH:3]=[CH:4][C:5]([C@@H:8]([C:15]#[C:16][CH3:17])[CH2:9][C:10]([O:12][CH2:13][CH3:14])=[O:11])=[CH:6][CH:7]=1)(=[O:29])=[O:28]. The catalyst class is: 2. (3) Reactant: [NH2:1][C:2]1[CH:7]=[CH:6][C:5]([CH:8]2[CH2:13][CH2:12][N:11]([C:14]([O:16][C:17]([CH3:20])([CH3:19])[CH3:18])=[O:15])[CH2:10][CH2:9]2)=[CH:4][CH:3]=1.[Br:21][C:22]1[N:23]=[C:24](Br)[C:25]2[N:26]([CH:28]=[CH:29][N:30]=2)[CH:27]=1.C(N(CC)C(C)C)(C)C. Product: [Br:21][C:22]1[N:23]=[C:24]([NH:1][C:2]2[CH:7]=[CH:6][C:5]([CH:8]3[CH2:9][CH2:10][N:11]([C:14]([O:16][C:17]([CH3:20])([CH3:19])[CH3:18])=[O:15])[CH2:12][CH2:13]3)=[CH:4][CH:3]=2)[C:25]2[N:26]([CH:28]=[CH:29][N:30]=2)[CH:27]=1. The catalyst class is: 32. (4) Reactant: [Cl:1][C:2]1[N:3]=[CH:4][C:5]2[CH:10]=[C:9]([CH:11]=[O:12])[N:8]([CH2:13][CH2:14][NH:15][C:16](=[O:22])[O:17][C:18]([CH3:21])([CH3:20])[CH3:19])[C:6]=2[N:7]=1.[OH:23]OS([O-])=O.[K+].CCCCCC.C(OCC)(=O)C. Product: [C:18]([O:17][C:16]([NH:15][CH2:14][CH2:13][N:8]1[C:6]2[N:7]=[C:2]([Cl:1])[N:3]=[CH:4][C:5]=2[CH:10]=[C:9]1[C:11]([OH:23])=[O:12])=[O:22])([CH3:19])([CH3:21])[CH3:20]. The catalyst class is: 3. (5) Reactant: Br[C:2]1[CH:3]=[C:4]([CH:20]=[CH:21][C:22]=1[O:23][CH3:24])[C:5]([NH:7][C:8]1[CH:13]=[CH:12][C:11]([N:14]2[CH2:19][CH2:18][O:17][CH2:16][CH2:15]2)=[CH:10][CH:9]=1)=[O:6].C([O:27][C:28]([C:30]1[CH:35]=[CH:34][C:33](B(O)O)=[CH:32][CH:31]=1)=[O:29])C.COCCOC.C(=O)([O-])[O-].[Cs+].[Cs+]. Product: [CH3:24][O:23][C:22]1[CH:21]=[CH:20][C:4]([C:5](=[O:6])[NH:7][C:8]2[CH:13]=[CH:12][C:11]([N:14]3[CH2:19][CH2:18][O:17][CH2:16][CH2:15]3)=[CH:10][CH:9]=2)=[CH:3][C:2]=1[C:33]1[CH:34]=[CH:35][C:30]([C:28]([OH:29])=[O:27])=[CH:31][CH:32]=1. The catalyst class is: 6.